Dataset: TCR-epitope binding with 47,182 pairs between 192 epitopes and 23,139 TCRs. Task: Binary Classification. Given a T-cell receptor sequence (or CDR3 region) and an epitope sequence, predict whether binding occurs between them. (1) The epitope is ILKEPVHGV. The TCR CDR3 sequence is CASSYEWGGLPKNIQYF. Result: 1 (the TCR binds to the epitope). (2) The epitope is YVFCTVNAL. The TCR CDR3 sequence is CASSTGTAAYEQYF. Result: 0 (the TCR does not bind to the epitope). (3) The epitope is EEHVQIHTI. Result: 0 (the TCR does not bind to the epitope). The TCR CDR3 sequence is CASSLALAGGSWNEQFF. (4) The epitope is QARQMVQAMRTIGTHP. The TCR CDR3 sequence is CASSLEGASGNTIYF. Result: 0 (the TCR does not bind to the epitope). (5) The epitope is RLYYDSMSY. The TCR CDR3 sequence is CASNDPPGATNNEQFF. Result: 0 (the TCR does not bind to the epitope). (6) The TCR CDR3 sequence is CASSLEWGIGDTQYF. Result: 1 (the TCR binds to the epitope). The epitope is KAYNVTQAF.